From a dataset of Forward reaction prediction with 1.9M reactions from USPTO patents (1976-2016). Predict the product of the given reaction. (1) Given the reactants C([O:3][C:4]([CH:6]1[CH2:10][CH2:9][CH:8]([CH2:11][NH2:12])[N:7]1[CH2:13][C:14]1[CH:19]=[CH:18][C:17]([F:20])=[CH:16][CH:15]=1)=O)C.C[O-].[Na+], predict the reaction product. The product is: [F:20][C:17]1[CH:18]=[CH:19][C:14]([CH2:13][N:7]2[CH:8]3[CH2:9][CH2:10][CH:6]2[C:4](=[O:3])[NH:12][CH2:11]3)=[CH:15][CH:16]=1. (2) Given the reactants [F:1][C:2]1[C:7]([F:8])=[C:6]([F:9])[CH:5]=[CH:4][C:3]=1[C:10]1[C:11]2[N:12]([N:16]=[C:17]([NH2:19])[N:18]=2)[CH:13]=[CH:14][CH:15]=1.ClC(Cl)(Cl)C(Cl)(Cl)Cl.C(N(CC)CC)C.CP(C)C.[F:39][C:40]1([F:55])[C:45](O)(O)[CH2:44][CH2:43][N:42]([C:48]([O:50][C:51]([CH3:54])([CH3:53])[CH3:52])=[O:49])[CH2:41]1.[B][B][B][B][B][B][B][B][B][B].C([O-])(O)=O.[Na+], predict the reaction product. The product is: [C:51]([O:50][C:48]([N:42]1[CH2:43][CH2:44][CH:45]([NH:19][C:17]2[N:18]=[C:11]3[C:10]([C:3]4[CH:4]=[CH:5][C:6]([F:9])=[C:7]([F:8])[C:2]=4[F:1])=[CH:15][CH:14]=[CH:13][N:12]3[N:16]=2)[C:40]([F:55])([F:39])[CH2:41]1)=[O:49])([CH3:54])([CH3:52])[CH3:53]. (3) Given the reactants ClC1C(F)=C(C(=O)CC[N:12]([C@@H:24]2[C:41]3=[CH:42][C:37](=[CH:38][CH:39]=[N:40]3)[C:36]3[C:31](=[CH:32][C:33]([NH:43][C:44](=[O:47])[O:45][CH3:46])=[CH:34][CH:35]=3)[NH:30][C:29](=[O:48])[C@H:28]([CH3:49])[CH2:27][C:26](=[O:50])[CH2:25]2)C(=O)CP(OCC)(OCC)=O)C(F)=CC=1.ClC1C(F)=C(C(=O)CCN([C@@H]2C3=CC(=CC=N3)C3C(=CC(NC(=O)OC)=CC=3)NC(=O)[C@H](C)C(=O)CC2)C(=O)CP(OCC)(OCC)=O)C(F)=CC=1, predict the reaction product. The product is: [NH2:12][C@@H:24]1[C:41]2=[CH:42][C:37](=[CH:38][CH:39]=[N:40]2)[C:36]2[C:31](=[CH:32][C:33]([NH:43][C:44](=[O:47])[O:45][CH3:46])=[CH:34][CH:35]=2)[NH:30][C:29](=[O:48])[C@H:28]([CH3:49])[CH2:27][C:26](=[O:50])[CH2:25]1. (4) Given the reactants O.C1(C)C=CC(S(O)(=O)=O)=CC=1.[F:13][C:14]1[CH:19]=[C:18]([O:20][CH2:21][CH2:22][O:23]C2CCCCO2)[CH:17]=[CH:16][C:15]=1[N:30]1[CH2:35][CH2:34][N:33](C(OC(C)(C)C)=O)[CH2:32][CH2:31]1, predict the reaction product. The product is: [F:13][C:14]1[CH:19]=[C:18]([CH:17]=[CH:16][C:15]=1[N:30]1[CH2:31][CH2:32][NH:33][CH2:34][CH2:35]1)[O:20][CH2:21][CH2:22][OH:23]. (5) Given the reactants CC(OI1(OC(C)=O)(OC(C)=O)OC(=O)C2C=CC=CC1=2)=O.[C:23]([NH:31][C:32]1[S:33][CH2:34][C@@H:35]2[CH2:41][C@H:40]([C:42]([NH:44][CH:45]([CH3:48])[CH2:46][OH:47])=[O:43])[O:39][CH2:38][C@:36]2([C:49]2[CH:54]=[C:53]([Br:55])[CH:52]=[CH:51][C:50]=2[F:56])[N:37]=1)(=[O:30])[C:24]1[CH:29]=[CH:28][CH:27]=[CH:26][CH:25]=1.C(=O)(O)[O-].[Na+].S([O-])([O-])(=O)=S.[Na+].[Na+], predict the reaction product. The product is: [C:23]([NH:31][C:32]1[S:33][CH2:34][C@@H:35]2[CH2:41][C@H:40]([C:42]([NH:44][CH:45]([CH3:48])[CH:46]=[O:47])=[O:43])[O:39][CH2:38][C@:36]2([C:49]2[CH:54]=[C:53]([Br:55])[CH:52]=[CH:51][C:50]=2[F:56])[N:37]=1)(=[O:30])[C:24]1[CH:29]=[CH:28][CH:27]=[CH:26][CH:25]=1. (6) Given the reactants Br[CH:2]([CH3:14])[C:3]([NH:5][O:6][CH2:7][C:8]1[CH:13]=[CH:12][CH:11]=[CH:10][CH:9]=1)=[O:4].[O:15]1[CH:19]=[CH:18][CH:17]=[CH:16]1.[CH3:20]COC(C)=O, predict the reaction product. The product is: [CH3:20][C@H:2]1[C@@H:14]2[C:16](=[O:15])[C@H:17]([CH:18]=[CH:19]2)[N:5]([O:6][CH2:7][C:8]2[CH:13]=[CH:12][CH:11]=[CH:10][CH:9]=2)[C:3]1=[O:4]. (7) Given the reactants [Cl:1][C:2]1[CH:7]=[CH:6][C:5]([S:8]([N:11]([CH3:19])[C@@H:12]([CH2:17]O)[C:13]([O:15]C)=[O:14])(=[O:10])=[O:9])=[CH:4][CH:3]=1.[OH-].[Na+], predict the reaction product. The product is: [Cl:1][C:2]1[CH:3]=[CH:4][C:5]([S:8]([N:11]([CH3:19])[C:12](=[CH2:17])[C:13]([OH:15])=[O:14])(=[O:9])=[O:10])=[CH:6][CH:7]=1.